This data is from NCI-60 drug combinations with 297,098 pairs across 59 cell lines. The task is: Regression. Given two drug SMILES strings and cell line genomic features, predict the synergy score measuring deviation from expected non-interaction effect. (1) Drug 1: CN1CCC(CC1)COC2=C(C=C3C(=C2)N=CN=C3NC4=C(C=C(C=C4)Br)F)OC. Drug 2: CC1C(C(CC(O1)OC2CC(CC3=C2C(=C4C(=C3O)C(=O)C5=C(C4=O)C(=CC=C5)OC)O)(C(=O)C)O)N)O.Cl. Cell line: BT-549. Synergy scores: CSS=32.0, Synergy_ZIP=7.70, Synergy_Bliss=14.1, Synergy_Loewe=-3.48, Synergy_HSA=11.9. (2) Drug 1: CC(C1=C(C=CC(=C1Cl)F)Cl)OC2=C(N=CC(=C2)C3=CN(N=C3)C4CCNCC4)N. Drug 2: C1=CC=C(C(=C1)C(C2=CC=C(C=C2)Cl)C(Cl)Cl)Cl. Cell line: MOLT-4. Synergy scores: CSS=51.8, Synergy_ZIP=6.89, Synergy_Bliss=9.53, Synergy_Loewe=-45.7, Synergy_HSA=8.34. (3) Drug 1: CC1=C(N=C(N=C1N)C(CC(=O)N)NCC(C(=O)N)N)C(=O)NC(C(C2=CN=CN2)OC3C(C(C(C(O3)CO)O)O)OC4C(C(C(C(O4)CO)O)OC(=O)N)O)C(=O)NC(C)C(C(C)C(=O)NC(C(C)O)C(=O)NCCC5=NC(=CS5)C6=NC(=CS6)C(=O)NCCC[S+](C)C)O. Drug 2: CN(C(=O)NC(C=O)C(C(C(CO)O)O)O)N=O. Cell line: RXF 393. Synergy scores: CSS=11.6, Synergy_ZIP=-3.44, Synergy_Bliss=-0.805, Synergy_Loewe=-32.7, Synergy_HSA=-2.91. (4) Drug 1: COC1=C(C=C2C(=C1)N=CN=C2NC3=CC(=C(C=C3)F)Cl)OCCCN4CCOCC4. Drug 2: C1=NC2=C(N1)C(=S)N=C(N2)N. Cell line: MALME-3M. Synergy scores: CSS=43.6, Synergy_ZIP=-5.46, Synergy_Bliss=0.643, Synergy_Loewe=-1.36, Synergy_HSA=3.57. (5) Drug 1: C1=CC(=CC=C1CC(C(=O)O)N)N(CCCl)CCCl.Cl. Drug 2: C1C(C(OC1N2C=NC(=NC2=O)N)CO)O. Cell line: U251. Synergy scores: CSS=21.9, Synergy_ZIP=-6.94, Synergy_Bliss=-0.841, Synergy_Loewe=-2.10, Synergy_HSA=-1.91. (6) Drug 1: CS(=O)(=O)CCNCC1=CC=C(O1)C2=CC3=C(C=C2)N=CN=C3NC4=CC(=C(C=C4)OCC5=CC(=CC=C5)F)Cl. Drug 2: CS(=O)(=O)OCCCCOS(=O)(=O)C. Cell line: UO-31. Synergy scores: CSS=10.3, Synergy_ZIP=-2.07, Synergy_Bliss=3.10, Synergy_Loewe=2.44, Synergy_HSA=3.31. (7) Drug 1: C1=C(C(=O)NC(=O)N1)F. Drug 2: CN(C)C1=NC(=NC(=N1)N(C)C)N(C)C. Cell line: OVCAR-8. Synergy scores: CSS=39.5, Synergy_ZIP=8.91, Synergy_Bliss=7.53, Synergy_Loewe=-6.69, Synergy_HSA=3.65.